Dataset: Forward reaction prediction with 1.9M reactions from USPTO patents (1976-2016). Task: Predict the product of the given reaction. (1) The product is: [CH3:9][O:8][C:5]1[CH:6]=[CH:7][C:2]([CH:1]=[CH:23][C:15]2[CH:16]=[CH:17][C:18]([N+:20]([O-:22])=[O:21])=[CH:19][C:14]=2[N+:11]([O-:13])=[O:12])=[CH:3][CH:4]=1. Given the reactants [CH:1](=O)[C:2]1[CH:7]=[CH:6][C:5]([O:8][CH3:9])=[CH:4][CH:3]=1.[N+:11]([C:14]1[CH:19]=[C:18]([N+:20]([O-:22])=[O:21])[CH:17]=[CH:16][C:15]=1[CH3:23])([O-:13])=[O:12].N1CCCCC1, predict the reaction product. (2) Given the reactants [CH2:1]([O:8][C:9]1[CH:14]=[CH:13][C:12]([NH:15][CH2:16][C:17]2[CH:22]=[CH:21][CH:20]=[C:19]([O:23][CH:24]3[CH2:29][CH2:28][CH2:27][CH2:26][O:25]3)[CH:18]=2)=[CH:11][CH:10]=1)[C:2]1[CH:7]=[CH:6][CH:5]=[CH:4][CH:3]=1.C(N(CC)CC)C.[C:37]1([CH3:49])[CH:42]=[C:41]([CH3:43])[CH:40]=[C:39]([CH3:44])[C:38]=1[S:45](Cl)(=[O:47])=[O:46], predict the reaction product. The product is: [CH2:1]([O:8][C:9]1[CH:10]=[CH:11][C:12]([N:15]([CH2:16][C:17]2[CH:22]=[CH:21][CH:20]=[C:19]([O:23][CH:24]3[CH2:29][CH2:28][CH2:27][CH2:26][O:25]3)[CH:18]=2)[S:45]([C:38]2[C:39]([CH3:44])=[CH:40][C:41]([CH3:43])=[CH:42][C:37]=2[CH3:49])(=[O:47])=[O:46])=[CH:13][CH:14]=1)[C:2]1[CH:3]=[CH:4][CH:5]=[CH:6][CH:7]=1. (3) Given the reactants [NH2:1][C:2]1[O:3][C:4]([C:7]2[O:8][CH:9]=[CH:10][CH:11]=2)=[N:5][N:6]=1.C1C=NC2N(O)N=NC=2C=1.CN(C(ON1N=NC2C=CC=NC1=2)=[N+](C)C)C.F[P-](F)(F)(F)(F)F.C(N(CC)C(C)C)(C)C.[F:55][C:56]1[CH:61]=[CH:60][C:59]([C:62]2[CH:71]=[C:70]([C:72](O)=[O:73])[C:69]3[C:64](=[CH:65][CH:66]=[CH:67][CH:68]=3)[N:63]=2)=[CH:58][CH:57]=1, predict the reaction product. The product is: [F:55][C:56]1[CH:57]=[CH:58][C:59]([C:62]2[CH:71]=[C:70]([C:72]([NH:1][C:2]3[O:3][C:4]([C:7]4[O:8][CH:9]=[CH:10][CH:11]=4)=[N:5][N:6]=3)=[O:73])[C:69]3[C:64](=[CH:65][CH:66]=[CH:67][CH:68]=3)[N:63]=2)=[CH:60][CH:61]=1. (4) Given the reactants S(=O)(=O)(O)O.[BrH:6].[CH3:7][C:8]1[CH:13]=[C:12]([O:14][CH2:15][CH2:16][CH2:17][S:18]([CH3:21])(=[O:20])=[O:19])[CH:11]=[C:10]([CH3:22])[C:9]=1[C:23]1[CH:28]=[CH:27][CH:26]=[C:25]([CH2:29]O)[CH:24]=1, predict the reaction product. The product is: [Br:6][CH2:29][C:25]1[CH:24]=[C:23]([C:9]2[C:8]([CH3:7])=[CH:13][C:12]([O:14][CH2:15][CH2:16][CH2:17][S:18]([CH3:21])(=[O:20])=[O:19])=[CH:11][C:10]=2[CH3:22])[CH:28]=[CH:27][CH:26]=1. (5) Given the reactants Br[C:2]1[CH:3]=[C:4]([NH:9][CH2:10][CH:11]2[CH2:16][CH2:15][O:14][CH2:13][CH2:12]2)[C:5]([Cl:8])=[N:6][CH:7]=1.C(=O)([O-])[O-].[Na+].[Na+].[Cl:23][C:24]1[C:25](B(O)O)=[CH:26][C:27]([F:30])=[N:28][CH:29]=1, predict the reaction product. The product is: [Cl:23][C:24]1[C:25]([C:2]2[CH:7]=[N:6][C:5]([Cl:8])=[C:4]([NH:9][CH2:10][CH:11]3[CH2:16][CH2:15][O:14][CH2:13][CH2:12]3)[CH:3]=2)=[CH:26][C:27]([F:30])=[N:28][CH:29]=1. (6) Given the reactants FC(F)(F)C(O)=O.[C:8]([N:11]1[C:20]2[C:15](=[CH:16][C:17]([C:21](=[O:23])[NH2:22])=[CH:18][CH:19]=2)[C@H:14]([NH:24][C:25]2[CH:26]=[C:27]([N:31]3[CH2:36][CH2:35][N:34](C(OC(C)(C)C)=O)[CH2:33][CH2:32]3)[CH:28]=[CH:29][CH:30]=2)[C@@H:13]([CH3:44])[C@@H:12]1[CH:45]1[CH2:47][CH2:46]1)(=[O:10])[CH3:9], predict the reaction product. The product is: [C:8]([N:11]1[C:20]2[C:15](=[CH:16][C:17]([C:21]([NH2:22])=[O:23])=[CH:18][CH:19]=2)[C@H:14]([NH:24][C:25]2[CH:30]=[CH:29][CH:28]=[C:27]([N:31]3[CH2:32][CH2:33][NH:34][CH2:35][CH2:36]3)[CH:26]=2)[C@@H:13]([CH3:44])[C@@H:12]1[CH:45]1[CH2:46][CH2:47]1)(=[O:10])[CH3:9]. (7) Given the reactants [Br:1][C:2]1C=C[C:5]2[C:11]3[CH:12]=[CH:13][C:14](Br)=[CH:15][C:10]=3[CH2:9]O[CH2:7][C:6]=2[CH:17]=1.C([Sn](CCCC)(CCCC)[CH:23]=[CH:24][O:25][CH2:26][CH3:27])CCC.[OH2:36].C1C(=O)N([Br:44])C(=O)C1.[O:45]1[CH2:50][CH2:49]OCC1, predict the reaction product. The product is: [Br:1][CH2:2][C:17]([C:6]1[CH:5]=[CH:11][C:12]2[C:13]3[CH:14]=[CH:15][C:10]([C:50](=[O:45])[CH2:49][Br:44])=[CH:9][C:23]=3[CH2:24][O:25][CH2:26][C:27]=2[CH:7]=1)=[O:36]. (8) Given the reactants [Li+].[OH-].O.C([O:6][C:7](=[O:19])[C:8]1[CH:13]=[C:12]([C:14]#[N:15])[C:11]([NH2:16])=[C:10]([CH3:17])[C:9]=1[OH:18])C, predict the reaction product. The product is: [NH2:16][C:11]1[C:12]([C:14]#[N:15])=[CH:13][C:8]([C:7]([OH:19])=[O:6])=[C:9]([OH:18])[C:10]=1[CH3:17]. (9) Given the reactants [NH2:1][C:2]1[C:3]2[CH:15]=[C:14]([CH3:16])[S:13][C:4]=2[NH:5][C:6]2[CH:12]=[CH:11][CH:10]=[CH:9][C:7]=2[N:8]=1.[CH3:17][N:18]1[CH2:23][CH2:22]N[CH2:20][CH2:19]1.CO, predict the reaction product. The product is: [CH3:16][C:14]1[S:13][C:4]2[NH:5][C:6]3[CH:12]=[CH:11][CH:10]=[CH:9][C:7]=3[N:8]=[C:2]([N:1]3[CH2:22][CH2:23][N:18]([CH3:17])[CH2:19][CH2:20]3)[C:3]=2[CH:15]=1.